The task is: Predict the product of the given reaction.. This data is from Forward reaction prediction with 1.9M reactions from USPTO patents (1976-2016). (1) The product is: [CH2:1]([O:8][C:9]([NH:11][C:12]1[C:13]([C:23]([OH:25])=[O:24])=[N:14][C:15]2[C:20]([CH:21]=1)=[CH:19][CH:18]=[C:17]([N:32]1[CH2:33][CH2:34][N:29]([CH3:28])[C:30](=[O:35])[CH2:31]1)[CH:16]=2)=[O:10])[C:2]1[CH:7]=[CH:6][CH:5]=[CH:4][CH:3]=1. Given the reactants [CH2:1]([O:8][C:9]([NH:11][C:12]1[C:13]([C:23]([O:25]CC)=[O:24])=[N:14][C:15]2[C:20]([CH:21]=1)=[CH:19][CH:18]=[C:17](Br)[CH:16]=2)=[O:10])[C:2]1[CH:7]=[CH:6][CH:5]=[CH:4][CH:3]=1.[CH3:28][N:29]1[CH2:34][CH2:33][NH:32][CH2:31][C:30]1=[O:35].C1(P(C2CCCCC2)C2C=CC=CC=2C2C(OC(C)C)=CC=CC=2OC(C)C)CCCCC1.[O-]P([O-])([O-])=O.[K+].[K+].[K+], predict the reaction product. (2) Given the reactants [C:1]([O:5][C:6](=[O:14])[NH:7][CH:8]1[CH2:13][CH2:12][NH:11][CH2:10][CH2:9]1)([CH3:4])([CH3:3])[CH3:2].C(=O)([O-])[O-].[Na+].[Na+].Br[CH2:22][CH2:23][OH:24], predict the reaction product. The product is: [C:1]([O:5][C:6](=[O:14])[NH:7][CH:8]1[CH2:13][CH2:12][N:11]([CH2:22][CH2:23][OH:24])[CH2:10][CH2:9]1)([CH3:4])([CH3:2])[CH3:3]. (3) Given the reactants [CH3:1][N:2]1[CH2:7][CH2:6][N:5]([CH2:8][C:9]2[CH:37]=[CH:36][C:12]([C:13]([NH:15][C:16]3[CH:21]=[CH:20][C:19]([CH3:22])=[C:18]([NH:23][C:24]4[N:29]=[C:28]([C:30]5[CH:31]=[N:32][CH:33]=[CH:34][CH:35]=5)[CH:27]=[CH:26][N:25]=4)[CH:17]=3)=[O:14])=[CH:11][CH:10]=2)[CH2:4][CH2:3]1.[C:38]1([S:44]([OH:47])(=[O:46])=[O:45])[CH:43]=[CH:42][CH:41]=[CH:40][CH:39]=1, predict the reaction product. The product is: [CH3:1][N:2]1[CH2:7][CH2:6][N:5]([CH2:8][C:9]2[CH:10]=[CH:11][C:12]([C:13]([NH:15][C:16]3[CH:21]=[CH:20][C:19]([CH3:22])=[C:18]([NH:23][C:24]4[N:29]=[C:28]([C:30]5[CH:31]=[N:32][CH:33]=[CH:34][CH:35]=5)[CH:27]=[CH:26][N:25]=4)[CH:17]=3)=[O:14])=[CH:36][CH:37]=2)[CH2:4][CH2:3]1.[C:38]1([S:44]([O-:47])(=[O:46])=[O:45])[CH:43]=[CH:42][CH:41]=[CH:40][CH:39]=1. (4) Given the reactants Cl.[CH3:2][O:3][C:4](=[O:11])[C@H:5]([CH2:7][CH:8]([CH3:10])[CH3:9])[NH2:6].C(N(CC)C(C)C)(C)C.C([O:23][C:24](=O)[CH:25]=[C:26]([O:29][C:30]1[CH:35]=[CH:34][C:33]([F:36])=[CH:32][C:31]=1[F:37])[CH2:27]Br)C, predict the reaction product. The product is: [CH3:2][O:3][C:4](=[O:11])[C@@H:5]([N:6]1[CH2:27][C:26]([O:29][C:30]2[CH:35]=[CH:34][C:33]([F:36])=[CH:32][C:31]=2[F:37])=[CH:25][C:24]1=[O:23])[CH2:7][CH:8]([CH3:10])[CH3:9]. (5) Given the reactants [CH2:1]1[C:9]2[C:4](=[CH:5][CH:6]=[CH:7][CH:8]=2)[CH2:3][CH:2]1[N:10]1[C:14]([C:15]2[CH:20]=[CH:19][CH:18]=[CH:17][CH:16]=2)=[C:13]([C:21]([N:23]2[CH2:28][CH2:27][N:26]([C:29]([O:31][C:32]([CH3:35])([CH3:34])[CH3:33])=[O:30])[CH2:25][C@H:24]2[CH2:36][NH:37][CH:38]([CH3:40])[CH3:39])=[O:22])[N:12]=[CH:11]1.[C:41]([NH2:48])(=[O:47])[CH2:42][CH2:43][C:44](O)=[O:45].CCN=C=NCCCN(C)C.Cl.C1C=CC2N(O)N=NC=2C=1, predict the reaction product. The product is: [NH2:48][C:41](=[O:47])[CH2:42][CH2:43][C:44]([N:37]([CH2:36][C@H:24]1[N:23]([C:21]([C:13]2[N:12]=[CH:11][N:10]([CH:2]3[CH2:3][C:4]4[C:9](=[CH:8][CH:7]=[CH:6][CH:5]=4)[CH2:1]3)[C:14]=2[C:15]2[CH:16]=[CH:17][CH:18]=[CH:19][CH:20]=2)=[O:22])[CH2:28][CH2:27][N:26]([C:29]([O:31][C:32]([CH3:33])([CH3:34])[CH3:35])=[O:30])[CH2:25]1)[CH:38]([CH3:40])[CH3:39])=[O:45]. (6) Given the reactants [Cl:1][C:2]1[CH:3]=[C:4]([CH:9]([O:13][CH:14]2[CH2:19][CH2:18][O:17][CH2:16][CH2:15]2)[C:10]([OH:12])=O)[CH:5]=[CH:6][C:7]=1[Cl:8].CN([P+](ON1N=NC2C=CC=CC1=2)(N(C)C)N(C)C)C.F[P-](F)(F)(F)(F)F.C(N(CC)CC)C.[NH2:54][C:55]1[S:56][CH:57]=[CH:58][N:59]=1, predict the reaction product. The product is: [Cl:1][C:2]1[CH:3]=[C:4]([CH:9]([O:13][CH:14]2[CH2:19][CH2:18][O:17][CH2:16][CH2:15]2)[C:10]([NH:54][C:55]2[S:56][CH:57]=[CH:58][N:59]=2)=[O:12])[CH:5]=[CH:6][C:7]=1[Cl:8]. (7) Given the reactants [C:1]([O:4][CH2:5][C:6]1[C:11]([N:12]2[CH2:24][CH2:23][N:15]3[C:16]4[CH2:17][CH2:18][CH2:19][CH2:20][C:21]=4[CH:22]=[C:14]3[C:13]2=[O:25])=[CH:10][C:9]([F:26])=[CH:8][C:7]=1B1OC(C)(C)C(C)(C)O1)(=[O:3])[CH3:2].Br[C:37]1[N:38]=[C:39]([NH:45][C:46]2[CH:47]=[C:48]3[C:52](=[CH:53][CH:54]=2)[CH2:51][N:50]([CH3:55])[CH2:49]3)[C:40](=[O:44])[N:41]([CH3:43])[CH:42]=1, predict the reaction product. The product is: [C:1]([O:4][CH2:5][C:6]1[C:11]([N:12]2[CH2:24][CH2:23][N:15]3[C:16]4[CH2:17][CH2:18][CH2:19][CH2:20][C:21]=4[CH:22]=[C:14]3[C:13]2=[O:25])=[CH:10][C:9]([F:26])=[CH:8][C:7]=1[C:37]1[N:38]=[C:39]([NH:45][C:46]2[CH:47]=[C:48]3[C:52](=[CH:53][CH:54]=2)[CH2:51][N:50]([CH3:55])[CH2:49]3)[C:40](=[O:44])[N:41]([CH3:43])[CH:42]=1)(=[O:3])[CH3:2].